Task: Predict the product of the given reaction.. Dataset: Forward reaction prediction with 1.9M reactions from USPTO patents (1976-2016) (1) Given the reactants N[C:2]1[C:7]([C:8]#[N:9])=[C:6]([C:10]2[CH:15]=[CH:14][C:13]([O:16][CH2:17][CH2:18][OH:19])=[CH:12][CH:11]=2)[C:5]([C:20]#[N:21])=[C:4]([O:22][CH2:23][CH3:24])[N:3]=1.N(OCCC(C)C)=O.[ClH:33], predict the reaction product. The product is: [Cl:33][C:2]1[C:7]([C:8]#[N:9])=[C:6]([C:10]2[CH:15]=[CH:14][C:13]([O:16][CH2:17][CH2:18][OH:19])=[CH:12][CH:11]=2)[C:5]([C:20]#[N:21])=[C:4]([O:22][CH2:23][CH3:24])[N:3]=1. (2) Given the reactants FC1N=C(C2C=[CH:12][N:11]=[C:10]3[N:14](S(C4C=CC(C)=CC=4)(=O)=O)[CH:15]=[CH:16][C:9]=23)C=CC=1.[CH2:27]([Cl:30])[CH2:28]Cl.[CH:31]1[CH:32]=C[C:34]2[N:39](O)N=[N:37][C:35]=2[CH:36]=1.CN(C=[O:45])C, predict the reaction product. The product is: [Cl:30][C:27]1[C:28]([C:31]2[CH:36]=[C:35]([C:34]([NH2:39])=[O:45])[NH:37][CH:32]=2)=[C:9]2[CH:16]=[CH:15][NH:14][C:10]2=[N:11][CH:12]=1. (3) Given the reactants [CH2:1]([S:8][C:9]1[CH:10]=[CH:11][C:12]([NH:23][C:24]2[CH:29]=[C:28]([Cl:30])[C:27]([Br:31])=[CH:26][C:25]=2[O:32][CH3:33])=[C:13](/[C:15](/[CH3:22])=[CH:16]\[C:17](OCC)=[O:18])[CH:14]=1)[C:2]1[CH:7]=[CH:6][CH:5]=[CH:4][CH:3]=1.CC(C)([O-])C.[K+], predict the reaction product. The product is: [CH2:1]([S:8][C:9]1[CH:14]=[C:13]2[C:12](=[CH:11][CH:10]=1)[N:23]([C:24]1[CH:29]=[C:28]([Cl:30])[C:27]([Br:31])=[CH:26][C:25]=1[O:32][CH3:33])[C:17](=[O:18])[CH:16]=[C:15]2[CH3:22])[C:2]1[CH:7]=[CH:6][CH:5]=[CH:4][CH:3]=1. (4) Given the reactants [CH2:1]([NH:8][N:9]1[C:17]2[C:12](=[N:13][CH:14]=[C:15]([C:18]3[CH:19]=[N:20][N:21]([CH:23]4[CH2:28][CH2:27][N:26](C(OC(C)(C)C)=O)[CH2:25][CH2:24]4)[CH:22]=3)[CH:16]=2)[CH:11]=[CH:10]1)[C:2]1[CH:7]=[CH:6][CH:5]=[CH:4][CH:3]=1.Cl, predict the reaction product. The product is: [CH2:1]([NH:8][N:9]1[C:17]2[C:12](=[N:13][CH:14]=[C:15]([C:18]3[CH:19]=[N:20][N:21]([CH:23]4[CH2:28][CH2:27][NH:26][CH2:25][CH2:24]4)[CH:22]=3)[CH:16]=2)[CH:11]=[CH:10]1)[C:2]1[CH:3]=[CH:4][CH:5]=[CH:6][CH:7]=1. (5) Given the reactants [CH3:1][CH2:2][CH2:3][NH:4][C@@H:5]1[CH2:14][C:9]2[S:10][C:11]([NH2:13])=[N:12][C:8]=2[CH2:7][CH2:6]1.CC1C=CC(S(O)(=O)=O)=CC=1.O.Cl, predict the reaction product. The product is: [CH2:3]([NH:4][C@@H:5]1[CH2:6][CH2:7][C:8]2[N:12]=[C:11]([NH2:13])[S:10][C:9]=2[CH2:14]1)[CH2:2][CH3:1]. (6) Given the reactants [NH2:1][CH2:2][CH2:3][N:4]1[C:13]2[C:8]([C:9](=[O:15])[NH:10][C:11](=[O:14])[N:12]=2)=[N:7][C:6]2[CH:16]=[C:17]([CH3:21])[C:18]([CH3:20])=[CH:19][C:5]1=2.[CH3:22][O:23][C:24]1[CH:25]=[C:26]([CH:29]=[CH:30][N:31]=1)[CH:27]=O.C(O)(=O)C.C([BH3-])#N.[Na+], predict the reaction product. The product is: [CH3:22][O:23][C:24]1[CH:25]=[C:26]([CH2:27][NH:1][CH2:2][CH2:3][N:4]2[C:13]3[C:8]([C:9](=[O:15])[NH:10][C:11](=[O:14])[N:12]=3)=[N:7][C:6]3[CH:16]=[C:17]([CH3:21])[C:18]([CH3:20])=[CH:19][C:5]2=3)[CH:29]=[CH:30][N:31]=1.